Dataset: Catalyst prediction with 721,799 reactions and 888 catalyst types from USPTO. Task: Predict which catalyst facilitates the given reaction. (1) Reactant: Cl[C:2]1[CH:3]=[C:4]([CH:9]=[C:10]([CH3:12])[N:11]=1)[C:5]([O:7][CH3:8])=[O:6].[CH3:13][N:14](C=O)C. Product: [C:13]([C:2]1[CH:3]=[C:4]([CH:9]=[C:10]([CH3:12])[N:11]=1)[C:5]([O:7][CH3:8])=[O:6])#[N:14]. The catalyst class is: 507. (2) Reactant: [CH2:1]([O:3][C:4]([C:6]1[C:15]2[C:10](=[CH:11][C:12]([O:18][CH3:19])=[C:13]([O:16][CH3:17])[CH:14]=2)[C:9]([CH2:20][C:21]2[CH:26]=[CH:25][CH:24]=[C:23]([O:27][CH:28]([CH3:30])[CH3:29])[CH:22]=2)=[N:8][CH:7]=1)=[O:5])[CH3:2].[Se](=O)=[O:32]. Product: [CH2:1]([O:3][C:4]([C:6]1[C:15]2[C:10](=[CH:11][C:12]([O:18][CH3:19])=[C:13]([O:16][CH3:17])[CH:14]=2)[C:9]([C:20](=[O:32])[C:21]2[CH:26]=[CH:25][CH:24]=[C:23]([O:27][CH:28]([CH3:29])[CH3:30])[CH:22]=2)=[N:8][CH:7]=1)=[O:5])[CH3:2]. The catalyst class is: 13. (3) Reactant: [F:1][C:2]1[CH:31]=[C:30]([F:32])[CH:29]=[CH:28][C:3]=1[O:4][C:5]1[CH:10]=[CH:9][C:8]([NH:11][S:12]([CH2:15][CH3:16])(=[O:14])=[O:13])=[CH:7][C:6]=1[C:17]1[C:18]2[CH:27]=[CH:26][NH:25][C:19]=2[C:20](=[O:24])[N:21]([CH3:23])[CH:22]=1.[CH3:33][N:34]([CH3:38])[CH2:35][CH2:36]O.C1(P(C2C=CC=CC=2)C2C=CC=CC=2)C=CC=CC=1.N(/C(OC(C)(C)C)=O)=N\C(OC(C)(C)C)=O. Product: [F:1][C:2]1[CH:31]=[C:30]([F:32])[CH:29]=[CH:28][C:3]=1[O:4][C:5]1[CH:10]=[CH:9][C:8]([N:11]([CH2:36][CH2:35][N:34]([CH3:38])[CH3:33])[S:12]([CH2:15][CH3:16])(=[O:14])=[O:13])=[CH:7][C:6]=1[C:17]1[C:18]2[CH:27]=[CH:26][NH:25][C:19]=2[C:20](=[O:24])[N:21]([CH3:23])[CH:22]=1. The catalyst class is: 7. (4) Reactant: C[O:2][C:3]1[N:4]=[N:5][C:6]([C:24]2[CH:29]=[CH:28][N:27]=[CH:26][CH:25]=2)=[CH:7][C:8]=1[C:9]1[NH:10][C:11]2[C:16]([C:17]=1[C:18]1[CH:23]=[CH:22][CH:21]=[CH:20][CH:19]=1)=[CH:15][CH:14]=[CH:13][CH:12]=2.C(#N)C.O.C(O)=O. Product: [C:18]1([C:17]2[C:16]3[C:11](=[CH:12][CH:13]=[CH:14][CH:15]=3)[NH:10][C:9]=2[C:8]2[C:3](=[O:2])[NH:4][N:5]=[C:6]([C:24]3[CH:25]=[CH:26][N:27]=[CH:28][CH:29]=3)[CH:7]=2)[CH:19]=[CH:20][CH:21]=[CH:22][CH:23]=1. The catalyst class is: 494. (5) Reactant: P(Cl)(Cl)([Cl:3])=O.C(OC(=O)[N:12]([C@H:14]([C:16](=[O:42])[NH:17][C@H:18]1[CH2:24][S:23][C:22]2[C:25]([NH2:29])=[CH:26][CH:27]=[CH:28][C:21]=2[N:20]([CH2:30][C:31]2[C:40]3[C:35](=[CH:36][CH:37]=[CH:38][CH:39]=3)[CH:34]=[CH:33][CH:32]=2)[C:19]1=[O:41])[CH3:15])[CH3:13])(C)(C)C.[O:44]=[C:45]([CH3:52])[CH2:46][CH2:47][CH2:48][C:49](O)=[O:50].Cl. Product: [ClH:3].[CH3:13][NH:12][C@@H:14]([CH3:15])[C:16]([NH:17][C@H:18]1[CH2:24][S:23][C:22]2[C:25]([NH:29][C:49](=[O:50])[CH2:48][CH2:47][CH2:46][C:45](=[O:44])[CH3:52])=[CH:26][CH:27]=[CH:28][C:21]=2[N:20]([CH2:30][C:31]2[C:40]3[C:35](=[CH:36][CH:37]=[CH:38][CH:39]=3)[CH:34]=[CH:33][CH:32]=2)[C:19]1=[O:41])=[O:42]. The catalyst class is: 17. (6) Reactant: [NH2:1][C:2]1[C:3]([CH3:29])=[C:4]([C:8]2[CH:13]=[CH:12][N:11]=[C:10]([NH:14][C:15]3[CH:20]=[CH:19][C:18]([C:21]([N:23]4[CH2:28][CH2:27][O:26][CH2:25][CH2:24]4)=[O:22])=[CH:17][CH:16]=3)[N:9]=2)[CH:5]=[CH:6][CH:7]=1.C(N(CC)CC)C.[C:37]([C:41]1[CH:49]=[CH:48][C:44]([C:45](Cl)=[O:46])=[CH:43][CH:42]=1)([CH3:40])([CH3:39])[CH3:38].O. Product: [C:37]([C:41]1[CH:42]=[CH:43][C:44]([C:45]([NH:1][C:2]2[CH:7]=[CH:6][CH:5]=[C:4]([C:8]3[CH:13]=[CH:12][N:11]=[C:10]([NH:14][C:15]4[CH:16]=[CH:17][C:18]([C:21]([N:23]5[CH2:24][CH2:25][O:26][CH2:27][CH2:28]5)=[O:22])=[CH:19][CH:20]=4)[N:9]=3)[C:3]=2[CH3:29])=[O:46])=[CH:48][CH:49]=1)([CH3:40])([CH3:38])[CH3:39]. The catalyst class is: 1. (7) Reactant: [C:1]([C:3]([S:10][C:11](=[S:18])[C:12]1[CH:17]=[CH:16][CH:15]=[CH:14][CH:13]=1)([CH3:9])[CH2:4][CH2:5][C:6]([OH:8])=[O:7])#[N:2].CCN=C=NCCCN(C)C.[N:30]([CH2:33][CH2:34][CH2:35]O)=[N+:31]=[N-:32]. Product: [C:1]([C:3]([S:10][C:11](=[S:18])[C:12]1[CH:13]=[CH:14][CH:15]=[CH:16][CH:17]=1)([CH3:9])[CH2:4][CH2:5][C:6]([O:8][CH2:35][CH2:34][CH2:33][N:30]=[N+:31]=[N-:32])=[O:7])#[N:2]. The catalyst class is: 79. (8) Reactant: [C:1]1([O:7][CH3:8])[CH:6]=[CH:5][CH:4]=[CH:3][CH:2]=1.[OH:9]O. Product: [C:1]1([O:7][CH3:8])[C:6](=[CH:5][CH:4]=[CH:3][CH:2]=1)[OH:9].[CH3:8][O:7][C:1]1[CH:6]=[CH:5][C:4]([OH:9])=[CH:3][CH:2]=1. The catalyst class is: 10.